From a dataset of Catalyst prediction with 721,799 reactions and 888 catalyst types from USPTO. Predict which catalyst facilitates the given reaction. Product: [NH2:22][C:20]1[N:19]=[CH:18][N:17]=[C:16]2[N:15]([CH:32]3[CH2:28][CH2:29][N:30]([C:33]([O:35][C:36]([CH3:39])([CH3:38])[CH3:37])=[O:34])[CH2:31]3)[N:14]=[C:13]([C:12]#[C:11][C:5]3[CH:4]=[C:3]([O:2][CH3:1])[CH:8]=[C:7]([O:9][CH3:10])[CH:6]=3)[C:21]=12. Reactant: [CH3:1][O:2][C:3]1[CH:4]=[C:5]([C:11]#[C:12][C:13]2[C:21]3[C:16](=[N:17][CH:18]=[N:19][C:20]=3[NH2:22])[NH:15][N:14]=2)[CH:6]=[C:7]([O:9][CH3:10])[CH:8]=1.CS(O[CH:28]1[CH2:32][CH2:31][N:30]([C:33]([O:35][C:36]([CH3:39])([CH3:38])[CH3:37])=[O:34])[CH2:29]1)(=O)=O.C(=O)([O-])[O-].[K+].[K+].C(OCC)(=O)C. The catalyst class is: 18.